From a dataset of Full USPTO retrosynthesis dataset with 1.9M reactions from patents (1976-2016). Predict the reactants needed to synthesize the given product. (1) Given the product [CH3:19][N:17]1[CH:18]=[C:14]([N:9]2[CH:10]=[CH:11][C:12](=[O:13])[C:7]([C:5](=[O:6])[C:4]3[CH:20]=[CH:21][CH:22]=[C:2]([B:23]4[O:27][C:26]([CH3:29])([CH3:28])[C:25]([CH3:31])([CH3:30])[O:24]4)[CH:3]=3)=[N:8]2)[CH:15]=[N:16]1, predict the reactants needed to synthesize it. The reactants are: Cl[C:2]1[CH:3]=[C:4]([CH:20]=[CH:21][CH:22]=1)[C:5]([C:7]1[C:12](=[O:13])[CH:11]=[CH:10][N:9]([C:14]2[CH:15]=[N:16][N:17]([CH3:19])[CH:18]=2)[N:8]=1)=[O:6].[B:23]1([B:23]2[O:27][C:26]([CH3:29])([CH3:28])[C:25]([CH3:31])([CH3:30])[O:24]2)[O:27][C:26]([CH3:29])([CH3:28])[C:25]([CH3:31])([CH3:30])[O:24]1.CC(C1C=C(C(C)C)C(C2C=CC=CC=2P(C2CCCCC2)C2CCCCC2)=C(C(C)C)C=1)C.CC([O-])=O.[K+]. (2) Given the product [CH3:20][C:17]1[CH:18]=[CH:19][C:14]([O:13][C:5]2[CH:6]=[CH:7][C:8]([N+:10]([O-:12])=[O:11])=[CH:9][C:4]=2[C:3]2[N:22]=[CH:23][O:1][N:2]=2)=[C:15]([OH:21])[CH:16]=1, predict the reactants needed to synthesize it. The reactants are: [OH:1][NH:2][C:3](=[NH:22])[C:4]1[CH:9]=[C:8]([N+:10]([O-:12])=[O:11])[CH:7]=[CH:6][C:5]=1[O:13][C:14]1[CH:19]=[CH:18][C:17]([CH3:20])=[CH:16][C:15]=1[OH:21].[CH:23](OCC)(OCC)OCC. (3) Given the product [Cl:24][C:19]1[CH:20]=[C:21]2[C:22]3=[CH:23][C:11]4[N:10]([CH2:26][CH2:27][CH2:28][CH2:29][CH2:30][CH2:31][CH2:32][CH2:33][CH2:34][CH2:35][CH2:36][CH3:37])[C:7]5[C:6]([C:12]=4[CH:13]=[C:14]3[N:15]([CH2:19][CH2:20][CH2:21][CH2:22][CH2:23][CH2:11][CH2:12][CH2:6][CH2:5][CH2:4][CH2:9][CH3:8])[C:16]2=[CH:17][CH:18]=1)=[CH:5][C:4]([Cl:3])=[CH:9][CH:8]=5, predict the reactants needed to synthesize it. The reactants are: [OH-].[Na+].[Cl:3][C:4]1[CH:5]=[C:6]2[C:12]3=[CH:13][C:14]4[C:22](=[CH:23][C:11]3=[N:10][C:7]2=[CH:8][CH:9]=1)[C:21]1[C:16](=[CH:17][CH:18]=[C:19]([Cl:24])[CH:20]=1)[N:15]=4.Br[CH2:26][CH2:27][CH2:28][CH2:29][CH2:30][CH2:31][CH2:32][CH2:33][CH2:34][CH2:35][CH2:36][CH3:37].CO. (4) Given the product [Cl:1][C:2]1[N:3]=[C:4]([N:14]2[CH2:19][CH2:18][O:17][CH2:16][CH2:15]2)[C:5]2[S:10][C:9]([CH2:11][N:33]3[CH2:32][CH2:31][N:30]([C:28](=[O:29])[C@@H:27]([OH:26])[CH3:36])[CH2:35][CH2:34]3)=[C:8]([CH3:13])[C:6]=2[N:7]=1, predict the reactants needed to synthesize it. The reactants are: [Cl:1][C:2]1[N:3]=[C:4]([N:14]2[CH2:19][CH2:18][O:17][CH2:16][CH2:15]2)[C:5]2[S:10][C:9]([CH:11]=O)=[C:8]([CH3:13])[C:6]=2[N:7]=1.C(O)(=O)C(O)=O.[OH:26][C@@H:27]([CH3:36])[C:28]([N:30]1[CH2:35][CH2:34][NH:33][CH2:32][CH2:31]1)=[O:29].C([O-])(=O)C.[Na+].C(O)(=O)C.COC(OC)OC.[B].CC1N=CC=CC=1.C1COCC1. (5) Given the product [Cl:15][C:12]1[CH:13]=[CH:14][C:9]([C:4]2[C:3]([CH2:2][CH2:17][C:18]([OH:20])=[O:19])=[C:7]([CH3:8])[O:6][N:5]=2)=[CH:10][CH:11]=1, predict the reactants needed to synthesize it. The reactants are: Cl[CH2:2][C:3]1[C:4]([C:9]2[CH:14]=[CH:13][C:12]([Cl:15])=[CH:11][CH:10]=2)=[N:5][O:6][C:7]=1[CH3:8].C(OCC)(=O)[CH2:17][C:18]([O:20]CC)=[O:19].[H-].[Na+].Cl. (6) Given the product [C:1]([C:5]1[CH:9]=[CH:8][N:7]([C:10]2[CH:19]=[C:18]([O:20][CH:21]3[CH2:38][CH:37]4[CH:23]([C:24](=[O:44])[N:25]([CH3:43])[CH2:26][CH2:27][CH2:28][CH2:29][CH:30]=[CH:31][CH:32]5[C:34]([C:40]([NH:54][S:51]([CH:48]6[CH2:50][CH2:49]6)(=[O:53])=[O:52])=[O:41])([NH:35][C:36]4=[O:39])[CH2:33]5)[CH2:22]3)[C:17]3[C:12](=[C:13]([CH3:47])[C:14]([O:45][CH3:46])=[CH:15][CH:16]=3)[N:11]=2)[N:6]=1)([CH3:2])([CH3:3])[CH3:4], predict the reactants needed to synthesize it. The reactants are: [C:1]([C:5]1[CH:9]=[CH:8][N:7]([C:10]2[CH:19]=[C:18]([O:20][CH:21]3[CH2:38][CH:37]4[CH:23]([C:24](=[O:44])[N:25]([CH3:43])[CH2:26][CH2:27][CH2:28][CH2:29][CH:30]=[CH:31][CH:32]5[C:34]([C:40](O)=[O:41])([NH:35][C:36]4=[O:39])[CH2:33]5)[CH2:22]3)[C:17]3[C:12](=[C:13]([CH3:47])[C:14]([O:45][CH3:46])=[CH:15][CH:16]=3)[N:11]=2)[N:6]=1)([CH3:4])([CH3:3])[CH3:2].[CH:48]1([S:51]([NH2:54])(=[O:53])=[O:52])[CH2:50][CH2:49]1.ClC1C(OC)=CC=C2C=1N=C(C1SC=C(C(C)C)N=1)C=C2OC1CC2C(C(=O)N(C)CCCCC=CC3C(C(NS(C4CC4)(=O)=O)=O)(NC2=O)C3)C1.